From a dataset of Full USPTO retrosynthesis dataset with 1.9M reactions from patents (1976-2016). Predict the reactants needed to synthesize the given product. (1) Given the product [CH2:16]([O:15][C:13]([CH:11]1[CH:10]([CH2:18][CH3:19])[CH2:9][CH:8]([CH2:7][C:6]([OH:20])=[O:5])[CH2:12]1)=[O:14])[CH3:17], predict the reactants needed to synthesize it. The reactants are: C([O:5][C:6](=[O:20])[CH2:7][C@@H:8]1[CH2:12][C@H:11]([C:13]([O:15][CH2:16][CH3:17])=[O:14])[C@H:10]([CH2:18][CH3:19])[CH2:9]1)CCC.C(O)(C(F)(F)F)=O. (2) Given the product [Cl:21][C:18]1[N:19]=[CH:20][C:15]([N:10]2[CH2:11][CH2:12][N:8]([C:3]3[CH:4]=[N:5][CH:6]=[CH:7][C:2]=3[CH3:1])[C:9]2=[O:13])=[CH:16][N:17]=1, predict the reactants needed to synthesize it. The reactants are: [CH3:1][C:2]1[CH:7]=[CH:6][N:5]=[CH:4][C:3]=1[N:8]1[CH2:12][CH2:11][NH:10][C:9]1=[O:13].Br[C:15]1[CH:16]=[N:17][C:18]([Cl:21])=[N:19][CH:20]=1.N[C@@H]1CCCC[C@H]1N.C(=O)([O-])[O-].[K+].[K+].